From a dataset of Catalyst prediction with 721,799 reactions and 888 catalyst types from USPTO. Predict which catalyst facilitates the given reaction. (1) Reactant: [Br:1][C:2]1[CH:3]=[C:4]([OH:8])[CH:5]=[CH:6][CH:7]=1.[CH3:9][C:10](O)([CH3:12])[CH3:11].S(=O)(=O)(O)O.C([O-])(O)=O.[Na+]. Product: [Br:1][C:2]1[CH:7]=[CH:6][C:5]([C:10]([CH3:12])([CH3:11])[CH3:9])=[C:4]([OH:8])[CH:3]=1. The catalyst class is: 53. (2) Reactant: [Br:1][C:2]1[C:11]2[C:6](=[CH:7][CH:8]=[C:9]([O:12][CH3:13])[N:10]=2)[N:5]=[CH:4][C:3]=1[C:14]([OH:16])=[O:15].[C:17]([O-])([O-])=O.[K+].[K+].IC. Product: [Br:1][C:2]1[C:11]2[C:6](=[CH:7][CH:8]=[C:9]([O:12][CH3:13])[N:10]=2)[N:5]=[CH:4][C:3]=1[C:14]([O:16][CH3:17])=[O:15]. The catalyst class is: 3.